From a dataset of NCI-60 drug combinations with 297,098 pairs across 59 cell lines. Regression. Given two drug SMILES strings and cell line genomic features, predict the synergy score measuring deviation from expected non-interaction effect. (1) Drug 1: C1=NC2=C(N=C(N=C2N1C3C(C(C(O3)CO)O)O)F)N. Drug 2: C1=NC2=C(N=C(N=C2N1C3C(C(C(O3)CO)O)F)Cl)N. Cell line: SK-MEL-5. Synergy scores: CSS=11.5, Synergy_ZIP=-4.43, Synergy_Bliss=0.206, Synergy_Loewe=-10.6, Synergy_HSA=1.58. (2) Drug 1: CCCCC(=O)OCC(=O)C1(CC(C2=C(C1)C(=C3C(=C2O)C(=O)C4=C(C3=O)C=CC=C4OC)O)OC5CC(C(C(O5)C)O)NC(=O)C(F)(F)F)O. Drug 2: CC=C1C(=O)NC(C(=O)OC2CC(=O)NC(C(=O)NC(CSSCCC=C2)C(=O)N1)C(C)C)C(C)C. Cell line: A498. Synergy scores: CSS=62.1, Synergy_ZIP=-1.60, Synergy_Bliss=2.72, Synergy_Loewe=6.51, Synergy_HSA=8.45. (3) Drug 1: C#CCC(CC1=CN=C2C(=N1)C(=NC(=N2)N)N)C3=CC=C(C=C3)C(=O)NC(CCC(=O)O)C(=O)O. Drug 2: CN(CC1=CN=C2C(=N1)C(=NC(=N2)N)N)C3=CC=C(C=C3)C(=O)NC(CCC(=O)O)C(=O)O. Cell line: UO-31. Synergy scores: CSS=37.5, Synergy_ZIP=9.21, Synergy_Bliss=6.92, Synergy_Loewe=5.87, Synergy_HSA=5.88. (4) Drug 1: C1CC(=O)NC(=O)C1N2C(=O)C3=CC=CC=C3C2=O. Drug 2: CC12CCC3C(C1CCC2OP(=O)(O)O)CCC4=C3C=CC(=C4)OC(=O)N(CCCl)CCCl.[Na+]. Cell line: MDA-MB-231. Synergy scores: CSS=1.89, Synergy_ZIP=-0.909, Synergy_Bliss=2.43, Synergy_Loewe=-0.429, Synergy_HSA=0.608. (5) Drug 1: C1=NC(=NC(=O)N1C2C(C(C(O2)CO)O)O)N. Drug 2: CN(C(=O)NC(C=O)C(C(C(CO)O)O)O)N=O. Cell line: SNB-75. Synergy scores: CSS=7.01, Synergy_ZIP=-3.18, Synergy_Bliss=-0.164, Synergy_Loewe=-6.24, Synergy_HSA=-0.400. (6) Drug 1: COC1=C(C=C2C(=C1)N=CN=C2NC3=CC(=C(C=C3)F)Cl)OCCCN4CCOCC4. Drug 2: C1=CC=C(C(=C1)C(C2=CC=C(C=C2)Cl)C(Cl)Cl)Cl. Cell line: HT29. Synergy scores: CSS=40.8, Synergy_ZIP=-0.0750, Synergy_Bliss=9.28, Synergy_Loewe=-1.34, Synergy_HSA=9.16. (7) Drug 1: C1=CC(=CC=C1CC(C(=O)O)N)N(CCCl)CCCl.Cl. Drug 2: CC1C(C(CC(O1)OC2CC(OC(C2O)C)OC3=CC4=CC5=C(C(=O)C(C(C5)C(C(=O)C(C(C)O)O)OC)OC6CC(C(C(O6)C)O)OC7CC(C(C(O7)C)O)OC8CC(C(C(O8)C)O)(C)O)C(=C4C(=C3C)O)O)O)O. Cell line: LOX IMVI. Synergy scores: CSS=2.39, Synergy_ZIP=-5.98, Synergy_Bliss=-0.625, Synergy_Loewe=-0.244, Synergy_HSA=0.120.